This data is from Full USPTO retrosynthesis dataset with 1.9M reactions from patents (1976-2016). The task is: Predict the reactants needed to synthesize the given product. (1) Given the product [Br:1][C:2]1[CH:3]=[CH:4][C:5]2=[C:6]([CH:25]=1)[N:7]=[C:8]([NH:17][C:18]([O:20][C:21]([CH3:23])([CH3:22])[CH3:24])=[O:19])[CH2:9][C:10]([C:12]([OH:14])=[O:13])=[CH:11]2, predict the reactants needed to synthesize it. The reactants are: [Br:1][C:2]1[CH:3]=[CH:4][C:5]2=[C:6]([CH:25]=1)[N:7]=[C:8]([NH:17][C:18]([O:20][C:21]([CH3:24])([CH3:23])[CH3:22])=[O:19])[CH2:9][C:10]([C:12]([O:14]CC)=[O:13])=[CH:11]2.[OH-].[Na+].Cl. (2) Given the product [F:1][C:2]1[C:14]([F:15])=[C:13]([F:16])[CH:12]=[CH:11][C:3]=1[NH:4][C@@H:5]([CH3:10])[C:6]([OH:8])=[O:7], predict the reactants needed to synthesize it. The reactants are: [F:1][C:2]1[C:14]([F:15])=[C:13]([F:16])[CH:12]=[CH:11][C:3]=1[NH:4][CH:5]([CH3:10])[C:6]([O:8]C)=[O:7]. (3) Given the product [CH2:1]([C:5]1[N:6]([CH2:18][CH2:19][CH2:20][C:21]([C:23]2[CH:24]=[CH:25][CH:26]=[CH:27][CH:28]=2)=[O:22])[C:7]2[C:16]3[CH:15]=[CH:14][CH:13]=[CH:12][C:11]=3[N+:10]([O-:34])=[CH:9][C:8]=2[N:17]=1)[CH2:2][CH2:3][CH3:4], predict the reactants needed to synthesize it. The reactants are: [CH2:1]([C:5]1[N:6]([CH2:18][CH2:19][CH2:20][C:21]([C:23]2[CH:28]=[CH:27][CH:26]=[CH:25][CH:24]=2)=[O:22])[C:7]2[C:16]3[CH:15]=[CH:14][CH:13]=[CH:12][C:11]=3[N:10]=[CH:9][C:8]=2[N:17]=1)[CH2:2][CH2:3][CH3:4].ClC1C=C(C=CC=1)C(OO)=[O:34]. (4) Given the product [ClH:1].[Cl:1][C:2]1[CH:3]=[C:4]([O:8][C:12]2[C:17]3[N:18]=[CH:19][N:20]([CH3:21])[C:16]=3[C:15]([C:22]([OH:24])=[O:23])=[CH:14][N:13]=2)[CH:5]=[CH:6][CH:7]=1, predict the reactants needed to synthesize it. The reactants are: [Cl:1][C:2]1[CH:3]=[C:4]([OH:8])[CH:5]=[CH:6][CH:7]=1.[H-].[Na+].Cl[C:12]1[C:17]2[N:18]=[CH:19][N:20]([CH3:21])[C:16]=2[C:15]([C:22]([O:24]CC)=[O:23])=[CH:14][N:13]=1. (5) The reactants are: [F:1][C:2]1[CH:21]=[CH:20][C:5]([CH2:6][NH:7][C:8](=[O:19])[C:9]2[C:14]([OH:15])=[C:13]([O:16][CH3:17])[C:12]([CH3:18])=[N:11][CH:10]=2)=[CH:4][CH:3]=1.[CH2:22](O)[C:23]1[CH:28]=[CH:27][CH:26]=[CH:25][CH:24]=1.C(P(CCCC)CCCC)CCC.N(C(OC(C)C)=O)=NC(OC(C)C)=O.C1(C)C=CC=CC=1. Given the product [CH2:22]([O:15][C:14]1[C:9]([C:8]([NH:7][CH2:6][C:5]2[CH:4]=[CH:3][C:2]([F:1])=[CH:21][CH:20]=2)=[O:19])=[CH:10][N:11]=[C:12]([CH3:18])[C:13]=1[O:16][CH3:17])[C:23]1[CH:28]=[CH:27][CH:26]=[CH:25][CH:24]=1, predict the reactants needed to synthesize it. (6) Given the product [C:57]([O:56][C:54]([NH:53][CH2:52][CH2:51][CH2:50][C@H:45]([NH:44][C:42](=[O:43])[O:41][CH2:34][C:35]1[CH:36]=[CH:37][CH:38]=[CH:39][CH:40]=1)[CH2:46][C:47]([NH:62][CH2:63][CH2:64][NH:65][C:66]([O:67][C:68]([CH3:71])([CH3:70])[CH3:69])=[O:72])=[O:49])=[O:55])([CH3:60])([CH3:59])[CH3:58], predict the reactants needed to synthesize it. The reactants are: CN(C(ON1N=NC2C=CC=NC1=2)=[N+](C)C)C.F[P-](F)(F)(F)(F)F.C(N(CC)C(C)C)(C)C.[CH2:34]([O:41][C:42]([NH:44][C@@H:45]([CH2:50][CH2:51][CH2:52][NH:53][C:54]([O:56][C:57]([CH3:60])([CH3:59])[CH3:58])=[O:55])[CH2:46][C:47]([OH:49])=O)=[O:43])[C:35]1[CH:40]=[CH:39][CH:38]=[CH:37][CH:36]=1.Cl.[NH2:62][CH2:63][CH2:64][NH:65][C:66](=[O:72])[O:67][C:68]([CH3:71])([CH3:70])[CH3:69]. (7) Given the product [Br:1][C:2]1[CH:3]=[C:4]2[C:9](=[CH:10][CH:11]=1)[O:8][CH:7]([C:12]1[CH:13]=[N:14][CH:15]=[CH:16][CH:17]=1)[CH2:6]/[C:5]/2=[N:25]\[C:24]#[N:23], predict the reactants needed to synthesize it. The reactants are: [Br:1][C:2]1[CH:3]=[C:4]2[C:9](=[CH:10][CH:11]=1)[O:8][CH:7]([C:12]1[CH:13]=[N:14][CH:15]=[CH:16][CH:17]=1)[CH2:6][C:5]2=O.C[Si]([N:23]=[C:24]=[N:25][Si](C)(C)C)(C)C. (8) The reactants are: [C:16]1([B:15](O[B:15]([C:22]2[CH:27]=[CH:26][CH:25]=[CH:24][CH:23]=2)[C:16]2[CH:21]=[CH:20][CH:19]=[CH:18][CH:17]=2)[C:22]2[CH:23]=[CH:24][CH:25]=[CH:26][CH:27]=2)[CH:21]=[CH:20][CH:19]=[CH:18][CH:17]=1.[C:28]1([C:34]2[NH:38][N:37]=[C:36]([C:39]3[CH:44]=[CH:43][CH:42]=[CH:41][N:40]=3)[CH:35]=2)[CH:33]=[CH:32][CH:31]=[CH:30][CH:29]=1. Given the product [C:22]1([B:15]([C:16]2[CH:17]=[CH:18][CH:19]=[CH:20][CH:21]=2)[N:37]2[C:36]([C:39]3[CH:44]=[CH:43][CH:42]=[CH:41][N:40]=3)=[CH:35][C:34]([C:28]3[CH:33]=[CH:32][CH:31]=[CH:30][CH:29]=3)=[N:38]2)[CH:23]=[CH:24][CH:25]=[CH:26][CH:27]=1, predict the reactants needed to synthesize it. (9) Given the product [F:1][C:2]1[C:7]([F:8])=[CH:6][CH:5]=[CH:4][C:3]=1[O:9][CH2:11][C:12]1[N:13]([C:17]([C:18]2[CH:23]=[CH:22][CH:21]=[CH:20][CH:19]=2)([C:24]2[CH:25]=[CH:26][CH:27]=[CH:28][CH:29]=2)[C:30]2[CH:35]=[CH:34][CH:33]=[CH:32][CH:31]=2)[CH:14]=[CH:15][N:16]=1, predict the reactants needed to synthesize it. The reactants are: [F:1][C:2]1[C:7]([F:8])=[CH:6][CH:5]=[CH:4][C:3]=1[OH:9].Cl[CH2:11][C:12]1[N:13]([C:17]([C:30]2[CH:35]=[CH:34][CH:33]=[CH:32][CH:31]=2)([C:24]2[CH:29]=[CH:28][CH:27]=[CH:26][CH:25]=2)[C:18]2[CH:23]=[CH:22][CH:21]=[CH:20][CH:19]=2)[CH:14]=[CH:15][N:16]=1.C(=O)([O-])[O-].[K+].[K+]. (10) Given the product [N:31]([CH2:13][C@@H:14]1[CH2:18][N:17]([C:19]2[CH:20]=[CH:21][C:22]3[O:27][CH2:26][C:25](=[O:28])[NH:24][C:23]=3[CH:29]=2)[C:16](=[O:30])[CH2:15]1)=[N+:32]=[N-:33], predict the reactants needed to synthesize it. The reactants are: C1(C)C=CC(S(Cl)(=O)=O)=CC=1.O[CH2:13][C@@H:14]1[CH2:18][N:17]([C:19]2[CH:20]=[CH:21][C:22]3[O:27][CH2:26][C:25](=[O:28])[NH:24][C:23]=3[CH:29]=2)[C:16](=[O:30])[CH2:15]1.[N-:31]=[N+:32]=[N-:33].[Na+].O.